This data is from Forward reaction prediction with 1.9M reactions from USPTO patents (1976-2016). The task is: Predict the product of the given reaction. (1) Given the reactants Br[CH2:2][CH2:3][NH:4][S:5]([C:8]1[CH:13]=[CH:12][CH:11]=[CH:10][C:9]=1[N+:14]([O-:16])=[O:15])(=[O:7])=[O:6].[Br:17][C:18]1[CH:24]=[CH:23][CH:22]=[CH:21][C:19]=1[NH2:20], predict the reaction product. The product is: [Br:17][C:18]1[CH:24]=[CH:23][CH:22]=[CH:21][C:19]=1[NH:20][CH2:2][CH2:3][NH:4][S:5]([C:8]1[CH:13]=[CH:12][CH:11]=[CH:10][C:9]=1[N+:14]([O-:16])=[O:15])(=[O:7])=[O:6]. (2) Given the reactants [C:1]([O:5][C:6]([NH:8][C@H:9]1[CH2:14][CH2:13][C@H:12]([NH:15][C:16]2[C:17]([CH3:27])=[C:18]([CH:23]=[C:24]([Cl:26])[CH:25]=2)[C:19]([O:21][CH3:22])=[O:20])[CH2:11][CH2:10]1)=[O:7])([CH3:4])([CH3:3])[CH3:2].[CH:28](=O)[CH3:29].C(O)(=O)C.C(O[BH-](OC(=O)C)OC(=O)C)(=O)C.[Na+], predict the reaction product. The product is: [C:1]([O:5][C:6]([NH:8][C@H:9]1[CH2:14][CH2:13][C@H:12]([N:15]([CH2:28][CH3:29])[C:16]2[C:17]([CH3:27])=[C:18]([CH:23]=[C:24]([Cl:26])[CH:25]=2)[C:19]([O:21][CH3:22])=[O:20])[CH2:11][CH2:10]1)=[O:7])([CH3:4])([CH3:3])[CH3:2]. (3) Given the reactants [CH2:1]([C:5]1([O:30][CH3:31])[CH2:10][CH2:9][N:8]([C:11]2[CH:16]=[CH:15][C:14]([C:17]3[S:18][C:19]([C:22]4[CH:27]=[CH:26][C:25]([CH2:28][OH:29])=[CH:24][CH:23]=4)=[CH:20][N:21]=3)=[CH:13][CH:12]=2)[CH2:7][CH2:6]1)[CH2:2][CH2:3][CH3:4], predict the reaction product. The product is: [CH2:1]([C:5]1([O:30][CH3:31])[CH2:6][CH2:7][N:8]([C:11]2[CH:16]=[CH:15][C:14]([C:17]3[S:18][C:19]([C:22]4[CH:23]=[CH:24][C:25]([CH:28]=[O:29])=[CH:26][CH:27]=4)=[CH:20][N:21]=3)=[CH:13][CH:12]=2)[CH2:9][CH2:10]1)[CH2:2][CH2:3][CH3:4].